Task: Predict the reactants needed to synthesize the given product.. Dataset: Full USPTO retrosynthesis dataset with 1.9M reactions from patents (1976-2016) (1) Given the product [Br:15][CH2:7][C:4]1[CH:5]=[CH:6][C:1]([C:9]2[CH:14]=[CH:13][CH:12]=[CH:11][CH:10]=2)=[CH:2][CH:3]=1, predict the reactants needed to synthesize it. The reactants are: [C:1]1([C:9]2[CH:14]=[CH:13][CH:12]=[CH:11][CH:10]=2)[CH:6]=[CH:5][C:4]([CH2:7]O)=[CH:3][CH:2]=1.[BrH:15]. (2) Given the product [F:15][C@@H:11]1[CH2:12][CH2:13][CH2:14][C@H:9]([OH:8])[C@@H:10]1[OH:16], predict the reactants needed to synthesize it. The reactants are: C([O:8][C@H:9]1[CH2:14][CH2:13][CH2:12][C@@H:11]([F:15])[C@H:10]1[OH:16])C1C=CC=CC=1. (3) Given the product [C:12]([O:11][C:9]([NH:16][C:17]1[CH:18]=[CH:19][C:20]([CH2:23][CH2:24][CH2:25][C:26]([OH:28])=[O:27])=[CH:21][CH:22]=1)=[O:10])([CH3:13])([CH3:14])[CH3:15], predict the reactants needed to synthesize it. The reactants are: [C:9](O[C:9]([O:11][C:12]([CH3:15])([CH3:14])[CH3:13])=[O:10])([O:11][C:12]([CH3:15])([CH3:14])[CH3:13])=[O:10].[NH2:16][C:17]1[CH:22]=[CH:21][C:20]([CH2:23][CH2:24][CH2:25][C:26]([OH:28])=[O:27])=[CH:19][CH:18]=1.[OH-].[Na+]. (4) Given the product [O:69]=[C:65]1[CH:64]=[CH:63][C:62]2[C:67](=[CH:68][C:59]([N:82]3[CH2:81][CH2:80][N:79]([C:72]([O:74][C:75]([CH3:78])([CH3:77])[CH3:76])=[O:73])[CH2:84][CH2:83]3)=[CH:60][CH:61]=2)[O:66]1, predict the reactants needed to synthesize it. The reactants are: C1(P(C2C=CC=CC=2)C2C=CC3C(=CC=CC=3)C=2C2C3C(=CC=CC=3)C=CC=2P(C2C=CC=CC=2)C2C=CC=CC=2)C=CC=CC=1.C([O-])([O-])=O.[Cs+].[Cs+].FC(F)(F)S(O[C:59]1[CH:68]=[C:67]2[C:62]([CH:63]=[CH:64][C:65](=[O:69])[O:66]2)=[CH:61][CH:60]=1)(=O)=O.[C:72]([N:79]1[CH2:84][CH2:83][NH:82][CH2:81][CH2:80]1)([O:74][C:75]([CH3:78])([CH3:77])[CH3:76])=[O:73]. (5) Given the product [NH2:26][C:19]1[N:18]=[C:17]2[C:22]([N:23]=[CH:24][N:16]2[C@@H:12]2[O:11][C@H:10]([CH2:27][OH:28])[C@@H:9]([OH:8])[C@:13]2([F:15])[CH3:14])=[C:21]([O:42][CH3:41])[N:20]=1, predict the reactants needed to synthesize it. The reactants are: ClC1C=CC(C([O:8][C@H:9]2[C@:13]([F:15])([CH3:14])[C@H:12]([N:16]3[CH:24]=[N:23][C:22]4[C:17]3=[N:18][C:19]([NH2:26])=[N:20][C:21]=4Cl)[O:11][C@@H:10]2[CH2:27][O:28]C(=O)C2C=CC(Cl)=CC=2)=O)=CC=1.[Na].[CH3:41][O-:42].Cl. (6) The reactants are: [CH2:1]([N:3]([CH:14]1[CH2:23][CH2:22][C:17]2(OCC[O:18]2)[CH2:16][CH2:15]1)[C:4](=[O:13])[O:5][CH2:6][C:7]1[CH:12]=[CH:11][CH:10]=[CH:9][CH:8]=1)[CH3:2].Cl. Given the product [CH2:1]([N:3]([CH:14]1[CH2:23][CH2:22][C:17](=[O:18])[CH2:16][CH2:15]1)[C:4](=[O:13])[O:5][CH2:6][C:7]1[CH:12]=[CH:11][CH:10]=[CH:9][CH:8]=1)[CH3:2], predict the reactants needed to synthesize it.